This data is from Forward reaction prediction with 1.9M reactions from USPTO patents (1976-2016). The task is: Predict the product of the given reaction. Given the reactants P(Cl)(Cl)(Cl)(Cl)Cl.[C:7]1([CH:13]2[NH:19][C:18](=[O:20])[CH2:17][CH2:16][CH2:15][CH2:14]2)[CH:12]=[CH:11][CH:10]=[CH:9][CH:8]=1.[Br:21]Br, predict the reaction product. The product is: [Br:21][CH:17]1[CH2:16][CH2:15][CH2:14][CH:13]([C:7]2[CH:8]=[CH:9][CH:10]=[CH:11][CH:12]=2)[NH:19][C:18]1=[O:20].